This data is from Full USPTO retrosynthesis dataset with 1.9M reactions from patents (1976-2016). The task is: Predict the reactants needed to synthesize the given product. Given the product [Cl:22][C:17]1[CH:18]=[CH:19][CH:20]=[CH:21][C:16]=1[O:15][C:4]1[N:3]=[C:2]2[NH:23][N:24]=[C:8]([C:10]3[S:11][CH:12]=[CH:13][CH:14]=3)[C:7]2=[CH:6][N:5]=1, predict the reactants needed to synthesize it. The reactants are: Cl[C:2]1[C:7]([C:8]([C:10]2[S:11][CH:12]=[CH:13][CH:14]=2)=O)=[CH:6][N:5]=[C:4]([O:15][C:16]2[CH:21]=[CH:20][CH:19]=[CH:18][C:17]=2[Cl:22])[N:3]=1.[NH2:23][NH2:24].